Dataset: NCI-60 drug combinations with 297,098 pairs across 59 cell lines. Task: Regression. Given two drug SMILES strings and cell line genomic features, predict the synergy score measuring deviation from expected non-interaction effect. Drug 1: CCCS(=O)(=O)NC1=C(C(=C(C=C1)F)C(=O)C2=CNC3=C2C=C(C=N3)C4=CC=C(C=C4)Cl)F. Drug 2: CC1=C2C(C(=O)C3(C(CC4C(C3C(C(C2(C)C)(CC1OC(=O)C(C(C5=CC=CC=C5)NC(=O)OC(C)(C)C)O)O)OC(=O)C6=CC=CC=C6)(CO4)OC(=O)C)O)C)O. Cell line: CCRF-CEM. Synergy scores: CSS=65.1, Synergy_ZIP=23.1, Synergy_Bliss=24.9, Synergy_Loewe=-10.5, Synergy_HSA=22.6.